This data is from Full USPTO retrosynthesis dataset with 1.9M reactions from patents (1976-2016). The task is: Predict the reactants needed to synthesize the given product. (1) Given the product [O:1]1[CH2:2][CH2:3][N:4]([C:7]2[N:12]=[C:11]([C:13]3[C:21]4[C:16](=[CH:17][CH:18]=[C:19]([C:22]5[O:26][C:25]([NH2:27])=[N:24][N:23]=5)[CH:20]=4)[NH:15][CH:14]=3)[CH:10]=[CH:9][CH:8]=2)[CH2:5][CH2:6]1, predict the reactants needed to synthesize it. The reactants are: [O:1]1[CH2:6][CH2:5][N:4]([C:7]2[N:12]=[C:11]([C:13]3[C:21]4[C:16](=[CH:17][CH:18]=[C:19]([C:22]5[O:26][C:25]([NH2:27])=[N:24][N:23]=5)[CH:20]=4)[N:15](S(C4C=CC(C)=CC=4)(=O)=O)[CH:14]=3)[CH:10]=[CH:9][CH:8]=2)[CH2:3][CH2:2]1. (2) The reactants are: [NH2:1][C:2]([CH3:6])([CH3:5])[CH2:3][OH:4].[C:7]1(=O)[O:12][C:10](=[O:11])[C:9]2=[CH:13][CH:14]=[CH:15][CH:16]=[C:8]12. Given the product [OH:4][CH2:3][C:2]([N:1]1[C:10](=[O:11])[C:9]2[C:8](=[CH:16][CH:15]=[CH:14][CH:13]=2)[C:7]1=[O:12])([CH3:6])[CH3:5], predict the reactants needed to synthesize it. (3) Given the product [C:1]([O:5][C:6]([N:8]1[CH2:13][CH2:12][CH:11]([N:14]2[C@H:20]([C:23]3[CH:24]=[CH:25][CH:26]=[CH:27][CH:28]=3)[CH2:21][O:16][C:15]2=[N:17][O:18][CH3:19])[CH2:10][CH2:9]1)=[O:7])([CH3:2])([CH3:3])[CH3:4], predict the reactants needed to synthesize it. The reactants are: [C:1]([O:5][C:6]([N:8]1[CH2:13][CH2:12][CH:11]([N:14]([C@H:20]([C:23]2[CH:28]=[CH:27][CH:26]=[CH:25][CH:24]=2)[CH2:21]O)[C:15]([NH:17][O:18][CH3:19])=[O:16])[CH2:10][CH2:9]1)=[O:7])([CH3:4])([CH3:3])[CH3:2].C(N(CC)CC)C.CS(Cl)(=O)=O. (4) Given the product [Cl:14][C:15]1[C:16]2[CH:17]=[C:2]([C:1]([O:5][CH3:6])=[O:4])[S:3][C:19]=2[CH:20]=[CH:21][CH:22]=1, predict the reactants needed to synthesize it. The reactants are: [C:1]([O:5][CH3:6])(=[O:4])[CH2:2][SH:3].C(N(CC)CC)C.[Cl:14][C:15]1[CH:22]=[CH:21][CH:20]=[C:19](F)[C:16]=1[CH:17]=O.O.